From a dataset of Full USPTO retrosynthesis dataset with 1.9M reactions from patents (1976-2016). Predict the reactants needed to synthesize the given product. Given the product [NH2:17][C:5]1[CH:6]=[CH:7][C:8]([CH2:10][CH2:11][N:12]2[CH2:16][CH2:15][CH2:14][CH2:13]2)=[CH:9][C:4]=1[C:3]([OH:18])=[O:2], predict the reactants needed to synthesize it. The reactants are: C[O:2][C:3](=[O:18])[C:4]1[CH:9]=[C:8]([CH2:10][CH2:11][N:12]2[CH2:16][CH2:15][CH2:14][CH2:13]2)[CH:7]=[CH:6][C:5]=1[NH2:17].[OH-].[Li+].O.